Task: Predict the product of the given reaction.. Dataset: Forward reaction prediction with 1.9M reactions from USPTO patents (1976-2016) Given the reactants [CH2:1]([O:3][C:4](=[O:11])[CH2:5][C:6](=[O:10])[CH2:7][CH2:8][CH3:9])[CH3:2].S(Cl)([Cl:15])(=O)=O.C([O-])(O)=O.[Na+], predict the reaction product. The product is: [CH2:1]([O:3][C:4](=[O:11])[CH:5]([Cl:15])[C:6](=[O:10])[CH2:7][CH2:8][CH3:9])[CH3:2].